From a dataset of Forward reaction prediction with 1.9M reactions from USPTO patents (1976-2016). Predict the product of the given reaction. (1) Given the reactants [CH3:1][O:2][C:3]1[CH:10]=[C:9]([N:11]2[CH:20]=[C:19]([C:21]3[CH:26]=[CH:25][C:24]([C:27]([F:30])([F:29])[F:28])=[CH:23][CH:22]=3)[C:18]3[C:13](=[CH:14][CH:15]=[C:16]([O:31][CH3:32])[CH:17]=3)[C:12]2=[O:33])[CH:8]=[CH:7][C:4]=1[CH:5]=[O:6].[BH4-].[Na+], predict the reaction product. The product is: [OH:6][CH2:5][C:4]1[CH:7]=[CH:8][C:9]([N:11]2[CH:20]=[C:19]([C:21]3[CH:22]=[CH:23][C:24]([C:27]([F:30])([F:29])[F:28])=[CH:25][CH:26]=3)[C:18]3[C:13](=[CH:14][CH:15]=[C:16]([O:31][CH3:32])[CH:17]=3)[C:12]2=[O:33])=[CH:10][C:3]=1[O:2][CH3:1]. (2) Given the reactants [C:1]([O:5][C:6]([N:8]1[CH2:13][CH2:12][CH:11]([NH:14][C:15]2[CH:20]=[CH:19][C:18]([C:21]#[N:22])=[CH:17][CH:16]=2)[CH2:10][CH2:9]1)=[O:7])([CH3:4])([CH3:3])[CH3:2].C[Si]([N-][Si](C)(C)C)(C)C.[K+].Br[CH2:34][C:35]1[CH:39]=[CH:38][S:37][CH:36]=1, predict the reaction product. The product is: [C:1]([O:5][C:6]([N:8]1[CH2:9][CH2:10][CH:11]([N:14]([C:15]2[CH:20]=[CH:19][C:18]([C:21]#[N:22])=[CH:17][CH:16]=2)[CH2:34][C:35]2[CH:39]=[CH:38][S:37][CH:36]=2)[CH2:12][CH2:13]1)=[O:7])([CH3:4])([CH3:2])[CH3:3]. (3) Given the reactants [C:1]([NH:5][C:6]1[N:7]=[C:8]([N:24]2[CH2:28][CH2:27][C:26]([F:30])([F:29])[CH2:25]2)[C:9]2[N:14]=[N:13][N:12](CC3C=CC(OC)=CC=3)[C:10]=2[N:11]=1)([CH3:4])([CH3:3])[CH3:2], predict the reaction product. The product is: [C:1]([NH:5][C:6]1[N:7]=[C:8]([N:24]2[CH2:28][CH2:27][C:26]([F:29])([F:30])[CH2:25]2)[C:9]2[N:14]=[N:13][NH:12][C:10]=2[N:11]=1)([CH3:4])([CH3:2])[CH3:3]. (4) Given the reactants [CH2:1]([O:3][C:4]([C:6]1[N:7]=[CH:8][N:9]2[C:15]3[CH:16]=[CH:17][C:18](Br)=[CH:19][C:14]=3[C:13]([C:21]3[CH:26]=[CH:25][CH:24]=[CH:23][N:22]=3)=[N:12][CH2:11][C:10]=12)=[O:5])[CH3:2].[CH3:27][Si:28]([C:31]#[CH:32])([CH3:30])[CH3:29], predict the reaction product. The product is: [CH2:1]([O:3][C:4]([C:6]1[N:7]=[CH:8][N:9]2[C:15]3[CH:16]=[CH:17][C:18]([C:32]#[C:31][Si:28]([CH3:30])([CH3:29])[CH3:27])=[CH:19][C:14]=3[C:13]([C:21]3[CH:26]=[CH:25][CH:24]=[CH:23][N:22]=3)=[N:12][CH2:11][C:10]=12)=[O:5])[CH3:2]. (5) Given the reactants [C:1]([C:3]1[CH:8]=[CH:7][CH:6]=[CH:5][N:4]=1)#[CH:2].[C@:9]12([CH3:19])[C:16]([CH3:18])([CH3:17])[CH:13]([CH2:14][CH2:15]1)[CH2:12][C:10]2=O, predict the reaction product. The product is: [CH3:19][C@:9]12[C:16]([CH3:18])([CH3:17])[CH:13]([CH2:14][CH2:15]1)[CH:12]=[C:10]2[C:2]#[C:1][C:3]1[CH:8]=[CH:7][CH:6]=[CH:5][N:4]=1. (6) The product is: [Cl:1][C:2]1[CH:3]=[C:4]([NH:19][C:20]2[C:30]3[CH:29]=[C:28]([C:31]([NH:35][CH2:36][CH2:37][O:38][CH2:39][CH2:40][CH2:41][OH:42])=[O:32])[CH2:27][CH2:26][NH:25][C:24]=3[N:23]=[CH:22][N:21]=2)[CH:5]=[CH:6][C:7]=1[O:8][C:9]1[CH:14]=[CH:13][CH:12]=[C:11]([C:15]([F:18])([F:17])[F:16])[CH:10]=1. Given the reactants [Cl:1][C:2]1[CH:3]=[C:4]([NH:19][C:20]2[C:30]3[CH:29]=[C:28]([C:31](O)=[O:32])[CH2:27][CH2:26][NH:25][C:24]=3[N:23]=[CH:22][N:21]=2)[CH:5]=[CH:6][C:7]=1[O:8][C:9]1[CH:14]=[CH:13][CH:12]=[C:11]([C:15]([F:18])([F:17])[F:16])[CH:10]=1.Cl.[NH2:35][CH2:36][CH2:37][O:38][CH2:39][CH2:40][CH2:41][OH:42].ON1C2C=CC=CC=2N=N1.Cl.C(N=C=NCCCN(C)C)C, predict the reaction product. (7) Given the reactants [C:1]([O:5][C:6]([N:8]1[CH2:14][CH2:13][CH2:12][N:11]([S:15]([C:18]2[CH:23]=[CH:22][C:21]([NH:24][C:25]3[N:30]=[CH:29][C:28]([CH:31]=[CH2:32])=[CH:27][N:26]=3)=[CH:20][CH:19]=2)(=[O:17])=[O:16])[CH2:10][CH2:9]1)=[O:7])([CH3:4])([CH3:3])[CH3:2].Br[C:34]1[CH:42]=[CH:41][CH:40]=[C:39]2[C:35]=1[CH:36]=[N:37][NH:38]2.C1C=CC(P(C2C=CC=CC=2)C2C=CC=CC=2)=CC=1.CCN(CC)CC, predict the reaction product. The product is: [C:1]([O:5][C:6]([N:8]1[CH2:14][CH2:13][CH2:12][N:11]([S:15]([C:18]2[CH:23]=[CH:22][C:21]([NH:24][C:25]3[N:30]=[CH:29][C:28]([CH:31]=[CH:32][C:34]4[CH:42]=[CH:41][CH:40]=[C:39]5[C:35]=4[CH:36]=[N:37][NH:38]5)=[CH:27][N:26]=3)=[CH:20][CH:19]=2)(=[O:17])=[O:16])[CH2:10][CH2:9]1)=[O:7])([CH3:4])([CH3:3])[CH3:2]. (8) Given the reactants [C:1]([NH:4][C:5]1[CH:10]=[CH:9][CH:8]=[CH:7][CH:6]=1)(=[O:3])[CH3:2].[C:11](Cl)(=[O:16])[CH2:12][CH2:13][CH2:14][CH3:15], predict the reaction product. The product is: [C:11]([C:8]1[CH:9]=[CH:10][C:5]([NH:4][C:1](=[O:3])[CH3:2])=[CH:6][CH:7]=1)(=[O:16])[CH2:12][CH2:13][CH2:14][CH3:15]. (9) Given the reactants [F:1][C:2]1[CH:7]=[CH:6][C:5]([OH:8])=[CH:4][CH:3]=1.[H-].[Na+].[Br:11][C:12]1[CH:13]=[C:14]([N+]([O-])=O)[C:15]([C:18]#[N:19])=[N:16][CH:17]=1.O, predict the reaction product. The product is: [Br:11][C:12]1[CH:13]=[C:14]([O:8][C:5]2[CH:6]=[CH:7][C:2]([F:1])=[CH:3][CH:4]=2)[C:15]([C:18]#[N:19])=[N:16][CH:17]=1. (10) The product is: [Cl:1][C:2]1[CH:3]=[CH:4][C:5]([O:20][CH2:21][C:22]2[CH:23]=[CH:24][CH:25]=[CH:26][CH:27]=2)=[C:6]([CH2:8][C:9]2[S:10][CH:11]=[C:12]([C:14](=[O:15])[CH3:28])[N:13]=2)[CH:7]=1. Given the reactants [Cl:1][C:2]1[CH:3]=[CH:4][C:5]([O:20][CH2:21][C:22]2[CH:27]=[CH:26][CH:25]=[CH:24][CH:23]=2)=[C:6]([CH2:8][C:9]2[S:10][CH:11]=[C:12]([C:14](N(C)OC)=[O:15])[N:13]=2)[CH:7]=1.[CH3:28][Mg]Br, predict the reaction product.